This data is from Catalyst prediction with 721,799 reactions and 888 catalyst types from USPTO. The task is: Predict which catalyst facilitates the given reaction. (1) Reactant: [CH3:1][O:2][C:3]1[CH:4]=[C:5](/[CH:11]=[C:12](/[C:16]2[CH:21]=[CH:20][C:19]([OH:22])=[CH:18][CH:17]=2)\[C:13]([OH:15])=[O:14])[CH:6]=[C:7]([O:9][CH3:10])[CH:8]=1.[CH3:23]O. Product: [CH3:23][O:14][C:13](=[O:15])/[C:12](/[C:16]1[CH:17]=[CH:18][C:19]([OH:22])=[CH:20][CH:21]=1)=[CH:11]\[C:5]1[CH:6]=[C:7]([O:9][CH3:10])[CH:8]=[C:3]([O:2][CH3:1])[CH:4]=1. The catalyst class is: 65. (2) Reactant: C(OC([CH2:8][NH:9][CH2:10][C:11]1[S:15][CH:14]=[C:13]([C:16]2[CH:21]=[CH:20][C:19]([CH2:22][C@H:23]([O:28][CH2:29][CH3:30])[C:24]([O:26][CH3:27])=[O:25])=[CH:18][CH:17]=2)[CH:12]=1)=O)(C)(C)C.O. Product: [CH2:29]([O:28][C@@H:23]([CH2:22][C:19]1[CH:20]=[CH:21][C:16]([C:13]2[CH:12]=[C:11]([CH2:10][NH:9][CH3:8])[S:15][CH:14]=2)=[CH:17][CH:18]=1)[C:24]([O:26][CH3:27])=[O:25])[CH3:30]. The catalyst class is: 281. (3) Reactant: [NH:1]([C:35]([CH3:37])=[O:36])[C@@H:2]([C:18]([N:20]1[CH2:34][CH2:33][CH2:32][C@@H:21]1[C:22]([O:24]CC1C=CC=CC=1)=[O:23])=[O:19])[CH2:3][CH2:4][CH2:5][CH2:6][NH:7][C:8]([O:10][CH2:11][C:12]1[CH:17]=[CH:16][CH:15]=[CH:14][CH:13]=1)=[O:9].[OH-].[Na+].C(OC(C)C)(C)C.Cl. Product: [NH:1]([C:35]([CH3:37])=[O:36])[C@@H:2]([C:18]([N:20]1[CH2:34][CH2:33][CH2:32][C@@H:21]1[C:22]([OH:24])=[O:23])=[O:19])[CH2:3][CH2:4][CH2:5][CH2:6][NH:7][C:8]([O:10][CH2:11][C:12]1[CH:17]=[CH:16][CH:15]=[CH:14][CH:13]=1)=[O:9]. The catalyst class is: 98. (4) Reactant: C(OC([N:8]1[C@H:12]([C:13](=[O:53])[NH:14][C@:15]2([C:20]([NH:22][S:23]([C:26]3[CH:31]=[CH:30][CH:29]=[CH:28][C:27]=3[NH:32][CH2:33][CH2:34][CH2:35][CH2:36][CH2:37][CH2:38][CH2:39][C@@H:40]([C:50]([OH:52])=[O:51])[NH:41][C:42]([O:44][CH:45]3[CH2:49][CH2:48][CH2:47][CH2:46]3)=[O:43])(=[O:25])=[O:24])=[O:21])[CH2:17][C@H:16]2[CH:18]=[CH2:19])[CH2:11][C@@H:10]([O:54][C:55]([N:57]2[CH2:65][C:64]3[C:59](=[CH:60][CH:61]=[CH:62][C:63]=3[F:66])[CH2:58]2)=[O:56])[CH2:9]1)=O)(C)(C)C.C(O)(C(F)(F)F)=O. Product: [C:50]([C@@H:40]([NH:41][C:42]([O:44][CH:45]1[CH2:46][CH2:47][CH2:48][CH2:49]1)=[O:43])[CH2:39][CH2:38][CH2:37][CH2:36][CH2:35][CH2:34][CH2:33][NH:32][C:27]1[CH:28]=[CH:29][CH:30]=[CH:31][C:26]=1[S:23]([NH:22][C:20]([C@@:15]1([NH:14][C:13]([C@H:12]2[NH:8][CH2:9][C@H:10]([O:54][C:55]([N:57]3[CH2:65][C:64]4[C:59](=[CH:60][CH:61]=[CH:62][C:63]=4[F:66])[CH2:58]3)=[O:56])[CH2:11]2)=[O:53])[CH2:17][C@H:16]1[CH:18]=[CH2:19])=[O:21])(=[O:24])=[O:25])([OH:52])=[O:51]. The catalyst class is: 2. (5) Reactant: [O:1]=[C:2]1[N:6]([C:7]2[CH:12]=[CH:11][CH:10]=[CH:9][C:8]=2[CH3:13])[N:5]=[C:4]([C:14]2[CH:15]=[C:16]([CH:21]=[CH:22][CH:23]=2)[C:17]([O:19]C)=[O:18])[NH:3]1.[I-].[Li+].O.Cl. Product: [O:1]=[C:2]1[N:6]([C:7]2[CH:12]=[CH:11][CH:10]=[CH:9][C:8]=2[CH3:13])[N:5]=[C:4]([C:14]2[CH:15]=[C:16]([CH:21]=[CH:22][CH:23]=2)[C:17]([OH:19])=[O:18])[NH:3]1. The catalyst class is: 17. (6) Reactant: [F:1][C:2]([F:9])([F:8])[C:3]1[CH:4]=[N:5][NH:6][CH:7]=1.[CH2:10]=[O:11]. Product: [F:1][C:2]([F:9])([F:8])[C:3]1[CH:4]=[N:5][N:6]([CH2:10][OH:11])[CH:7]=1. The catalyst class is: 21. (7) Reactant: FC(F)(F)S(O[C:7]1[C:11]2[C:12]([O:16][CH3:17])=[N:13][CH:14]=[CH:15][C:10]=2[N:9]([CH:18]2[CH2:23][CH2:22][CH2:21][O:20][CH2:19]2)[N:8]=1)(=O)=O.CC1(C)C(C)(C)OB([C:34]2[CH:39]=[CH:38][C:37]([S:40]([NH2:43])(=[O:42])=[O:41])=[CH:36][CH:35]=2)O1.C(=O)([O-])[O-].[Na+].[Na+].O. Product: [CH3:17][O:16][C:12]1[C:11]2[C:7]([C:34]3[CH:39]=[CH:38][C:37]([S:40]([NH2:43])(=[O:42])=[O:41])=[CH:36][CH:35]=3)=[N:8][N:9]([CH:18]3[CH2:23][CH2:22][CH2:21][O:20][CH2:19]3)[C:10]=2[CH:15]=[CH:14][N:13]=1. The catalyst class is: 104. (8) The catalyst class is: 239. Reactant: Cl.[C:2]1([C:8]2[CH:9]=[C:10]3[C:14](=[C:15]([C:17]([NH2:19])=[O:18])[CH:16]=2)[NH:13][N:12]=[C:11]3[CH:20]2[CH2:25][CH2:24][NH:23][CH2:22][CH2:21]2)[CH:7]=[CH:6][CH:5]=[CH:4][CH:3]=1.C(N(C(C)C)CC)(C)C.O=C1CCC(=O)[N:37]1[CH2:42][CH2:43][S:44](Cl)(=[O:46])=[O:45].NN. Product: [NH2:37][CH2:42][CH2:43][S:44]([N:23]1[CH2:24][CH2:25][CH:20]([C:11]2[C:10]3[C:14](=[C:15]([C:17]([NH2:19])=[O:18])[CH:16]=[C:8]([C:2]4[CH:3]=[CH:4][CH:5]=[CH:6][CH:7]=4)[CH:9]=3)[NH:13][N:12]=2)[CH2:21][CH2:22]1)(=[O:46])=[O:45]. (9) Reactant: [Si]([O:8][C@@H:9]1[C@@H:16]2[N:12]([N:13]=[C:14]([C:24]3[CH:31]=[CH:30][C:27]([C:28]#[N:29])=[C:26]([Cl:32])[C:25]=3[CH3:33])[C@H:15]2[O:17][CH:18]2[CH2:23][CH2:22][CH2:21][CH2:20][O:19]2)[CH2:11][CH2:10]1)(C(C)(C)C)(C)C.[F-].C([N+](CCCC)(CCCC)CCCC)CCC. Product: [Cl:32][C:26]1[C:25]([CH3:33])=[C:24]([C:14]2[C@@H:15]([O:17][CH:18]3[CH2:23][CH2:22][CH2:21][CH2:20][O:19]3)[C@@H:16]3[C@@H:9]([OH:8])[CH2:10][CH2:11][N:12]3[N:13]=2)[CH:31]=[CH:30][C:27]=1[C:28]#[N:29]. The catalyst class is: 56.